This data is from Forward reaction prediction with 1.9M reactions from USPTO patents (1976-2016). The task is: Predict the product of the given reaction. (1) Given the reactants [CH2:1]([O:3][C:4](=[O:24])[CH:5]([S:13]([C:16]1[CH:21]=[CH:20][C:19]([O:22][CH3:23])=[CH:18][CH:17]=1)(=[O:15])=[O:14])[CH2:6][C:7]1[CH:12]=[CH:11][CH:10]=[CH:9][CH:8]=1)[CH3:2].CI.[CH2:27]1OCCOCCOCCOCCOCCOC1, predict the reaction product. The product is: [CH2:1]([O:3][C:4](=[O:24])[C:5]([S:13]([C:16]1[CH:17]=[CH:18][C:19]([O:22][CH3:23])=[CH:20][CH:21]=1)(=[O:14])=[O:15])([CH3:27])[CH2:6][C:7]1[CH:8]=[CH:9][CH:10]=[CH:11][CH:12]=1)[CH3:2]. (2) The product is: [CH3:1][O:2][C:3]1[CH:4]=[C:5]2[C:10](=[CH:11][C:12]=1[O:13][CH3:14])[N:9]=[CH:8][N:7]=[C:6]2[O:15][C:16]1[CH:22]=[CH:21][C:19]([NH:20][C:27](=[O:33])[O:26][CH2:24][CH:35]2[CH2:38][CH2:37][CH2:36]2)=[CH:18][CH:17]=1. Given the reactants [CH3:1][O:2][C:3]1[CH:4]=[C:5]2[C:10](=[CH:11][C:12]=1[O:13][CH3:14])[N:9]=[CH:8][N:7]=[C:6]2[O:15][C:16]1[CH:22]=[CH:21][C:19]([NH2:20])=[CH:18][CH:17]=1.Cl[C:24](Cl)([O:26][C:27](=[O:33])OC(Cl)(Cl)Cl)Cl.[CH:35]1(CO)[CH2:38][CH2:37][CH2:36]1.C(=O)(O)[O-].[Na+], predict the reaction product. (3) Given the reactants C(=O)(O)[O-].[Na+].[CH3:6][N:7]1[CH2:13][CH2:12][CH2:11][NH:10][CH2:9][CH2:8]1.[F:14][C:15]1[C:21](F)=[CH:20][C:18]([NH2:19])=[C:17]([N+:23]([O-:25])=[O:24])[CH:16]=1.O, predict the reaction product. The product is: [F:14][C:15]1[C:21]([N:10]2[CH2:11][CH2:12][CH2:13][N:7]([CH3:6])[CH2:8][CH2:9]2)=[CH:20][C:18]([NH2:19])=[C:17]([N+:23]([O-:25])=[O:24])[CH:16]=1. (4) The product is: [O:30]=[C:20]1[C:28]2[C:23](=[CH:24][CH:25]=[CH:26][CH:27]=2)[C:22](=[O:29])[N:21]1[C@@H:2]1[CH2:6][O:5][CH2:4][C@H:3]1[NH:7][C:8](=[O:19])[C:9]1[C:14]([O:15][CH3:16])=[CH:13][CH:12]=[CH:11][C:10]=1[O:17][CH3:18].[C:44]1([P:37](=[O:1])([C:31]2[CH:32]=[CH:33][CH:34]=[CH:35][CH:36]=2)[C:38]2[CH:43]=[CH:42][CH:41]=[CH:40][CH:39]=2)[CH:45]=[CH:46][CH:47]=[CH:48][CH:49]=1. Given the reactants [OH:1][C@H:2]1[CH2:6][O:5][CH2:4][C@H:3]1[NH:7][C:8](=[O:19])[C:9]1[C:14]([O:15][CH3:16])=[CH:13][CH:12]=[CH:11][C:10]=1[O:17][CH3:18].[C:20]1(=[O:30])[C:28]2[C:23](=[CH:24][CH:25]=[CH:26][CH:27]=2)[C:22](=[O:29])[NH:21]1.[C:31]1([P:37]([C:44]2[CH:49]=[CH:48][CH:47]=[CH:46][CH:45]=2)[C:38]2[CH:43]=[CH:42][CH:41]=[CH:40][CH:39]=2)[CH:36]=[CH:35][CH:34]=[CH:33][CH:32]=1.CC(OC(/N=N/C(OC(C)C)=O)=O)C, predict the reaction product.